From a dataset of Forward reaction prediction with 1.9M reactions from USPTO patents (1976-2016). Predict the product of the given reaction. (1) Given the reactants [NH2:1][C:2]1[S:3][C:4]2[CH:31]=[CH:30][CH:29]=[CH:28][C:5]=2[C:6]=1[C:7]([N:9]1[CH2:14][CH2:13][CH:12]([N:15]2[CH2:27][CH2:26][CH2:25][C:17]3([C:21](=[O:22])[O:20][C:19]([CH3:24])([CH3:23])[CH2:18]3)[CH2:16]2)[CH2:11][CH2:10]1)=[O:8].C(N(CC)CC)C.Cl[C:40](OC1C=CC([N+]([O-])=O)=CC=1)=[O:41].[CH:52]([O:55][CH2:56][CH2:57][NH2:58])([CH3:54])[CH3:53].C(=O)([O-])O.[Na+], predict the reaction product. The product is: [CH3:23][C:19]1([CH3:24])[CH2:18][C:17]2([CH2:25][CH2:26][CH2:27][N:15]([CH:12]3[CH2:11][CH2:10][N:9]([C:7]([C:6]4[C:5]5[CH:28]=[CH:29][CH:30]=[CH:31][C:4]=5[S:3][C:2]=4[NH:1][C:40]([NH:58][CH2:57][CH2:56][O:55][CH:52]([CH3:54])[CH3:53])=[O:41])=[O:8])[CH2:14][CH2:13]3)[CH2:16]2)[C:21](=[O:22])[O:20]1. (2) Given the reactants Cl.[Cl:2][C:3]1[S:24][C:6]2[NH:7][C:8]([C:10]([NH:12][C@@H:13]3[CH2:21][C:20]4[C:15](=[CH:16][CH:17]=[CH:18][CH:19]=4)[C@H:14]3[NH:22][CH3:23])=[O:11])=[CH:9][C:5]=2[CH:4]=1.[C:25](O)(=[O:29])[C@@H:26]([CH3:28])[OH:27].CCN(C(C)C)C(C)C.C1C=CC2N(O)N=NC=2C=1.CCN=C=NCCCN(C)C, predict the reaction product. The product is: [Cl:2][C:3]1[S:24][C:6]2[NH:7][C:8]([C:10]([NH:12][C@@H:13]3[CH2:21][C:20]4[C:15](=[CH:16][CH:17]=[CH:18][CH:19]=4)[C@H:14]3[N:22]([C:25](=[O:29])[C@H:26]([OH:27])[CH3:28])[CH3:23])=[O:11])=[CH:9][C:5]=2[CH:4]=1. (3) The product is: [C:87]([O:86][C:84]([N:81]1[CH2:82][CH2:83][N:78]([CH2:77][C:2]2[CH:7]=[C:6]([CH:8]3[CH2:12][CH2:11][CH2:10][CH2:9]3)[C:5]([O:13][C:14]([O:16][CH3:17])=[O:15])=[CH:4][C:3]=2[NH:18][C:19]([CH:21]2[O:26][C:25]3[CH:27]=[CH:28][C:29]([C:31]#[N:32])=[CH:30][C:24]=3[N:23]([C:33]([O:35][CH2:36][CH3:37])=[O:34])[CH2:22]2)=[O:20])[CH2:79][CH2:80]1)=[O:85])([CH3:90])([CH3:89])[CH3:88]. Given the reactants Br[C:2]1[CH:7]=[C:6]([CH:8]2[CH2:12][CH2:11][CH2:10][CH2:9]2)[C:5]([O:13][C:14]([O:16][CH3:17])=[O:15])=[CH:4][C:3]=1[NH:18][C:19]([CH:21]1[O:26][C:25]2[CH:27]=[CH:28][C:29]([C:31]#[N:32])=[CH:30][C:24]=2[N:23]([C:33]([O:35][CH2:36][CH3:37])=[O:34])[CH2:22]1)=[O:20].CC(C1C=C(C(C)C)C(C2C=CC=CC=2P(C2CCCCC2)C2CCCCC2)=C(C(C)C)C=1)C.FC(B[CH2:77][N:78]1[CH2:83][CH2:82][N:81]([C:84]([O:86][C:87]([CH3:90])([CH3:89])[CH3:88])=[O:85])[CH2:80][CH2:79]1)(F)F.C([O-])([O-])=O.[Cs+].[Cs+], predict the reaction product. (4) Given the reactants [C:1]([O:4][CH2:5][CH2:6][C:7]1[CH:8]=[CH:9][C:10]2[CH:11]3[CH2:20][CH2:19][CH2:18][CH:12]3[C:13](=[O:17])[NH:14][C:15]=2[CH:16]=1)(=[O:3])[CH3:2].[Cl:21]N1C(=O)CCC1=O, predict the reaction product. The product is: [C:1]([O:4][CH2:5][CH2:6][C:7]1[C:8]([Cl:21])=[CH:9][C:10]2[CH:11]3[CH2:20][CH2:19][CH2:18][CH:12]3[C:13](=[O:17])[NH:14][C:15]=2[CH:16]=1)(=[O:3])[CH3:2]. (5) Given the reactants [CH:1]1([C:4]2[N:5]=[C:6]([C:9]([NH2:11])=[NH:10])[S:7][CH:8]=2)[CH2:3][CH2:2]1.BrCC(=O)C(C)C, predict the reaction product. The product is: [CH:1]([C:4]1[N:5]=[C:6]([C:9]([NH2:11])=[NH:10])[S:7][CH:8]=1)([CH3:3])[CH3:2]. (6) Given the reactants Cl.[NH2:2][CH2:3][C:4]([C:6]1[CH:11]=[CH:10][C:9]([Br:12])=[CH:8][CH:7]=1)=[O:5].C(N(CC)C(C)C)(C)C.[C:22](O[C:22]([O:24][C:25]([CH3:28])([CH3:27])[CH3:26])=[O:23])([O:24][C:25]([CH3:28])([CH3:27])[CH3:26])=[O:23].CCOC(C)=O.O, predict the reaction product. The product is: [Br:12][C:9]1[CH:10]=[CH:11][C:6]([C:4](=[O:5])[CH2:3][NH:2][C:22](=[O:23])[O:24][C:25]([CH3:28])([CH3:27])[CH3:26])=[CH:7][CH:8]=1. (7) Given the reactants C[Si]([N-][Si](C)(C)C)(C)C.[Li+].C1COCC1.[CH2:16]([Sn:20](Cl)([CH2:25][CH2:26][CH2:27][CH3:28])[CH2:21][CH2:22][CH2:23][CH3:24])[CH2:17][CH2:18][CH3:19].[F:30][C:31]1[N:32]=[CH:33][N:34]2[CH:38]=[CH:37][S:36][C:35]=12.O, predict the reaction product. The product is: [F:30][C:31]1[N:32]=[CH:33][N:34]2[CH:38]=[C:37]([Sn:20]([CH2:25][CH2:26][CH2:27][CH3:28])([CH2:21][CH2:22][CH2:23][CH3:24])[CH2:16][CH2:17][CH2:18][CH3:19])[S:36][C:35]=12.